This data is from Full USPTO retrosynthesis dataset with 1.9M reactions from patents (1976-2016). The task is: Predict the reactants needed to synthesize the given product. (1) Given the product [C:22]([O:21][C:19](=[O:20])[NH:18][C:15]1[CH:14]=[CH:13][C:12]([CH2:11][CH2:10][C:8]2[N:9]=[C:5]([NH:4][C:1](=[O:3])[CH3:2])[S:6][C:7]=2[C:26]([N:31]([O:32][CH3:33])[CH3:30])=[O:27])=[CH:17][CH:16]=1)([CH3:24])([CH3:25])[CH3:23], predict the reactants needed to synthesize it. The reactants are: [C:1]([NH:4][C:5]1[S:6][C:7]([C:26](O)=[O:27])=[C:8]([CH2:10][CH2:11][C:12]2[CH:17]=[CH:16][C:15]([NH:18][C:19]([O:21][C:22]([CH3:25])([CH3:24])[CH3:23])=[O:20])=[CH:14][CH:13]=2)[N:9]=1)(=[O:3])[CH3:2].Cl.[CH3:30][NH:31][O:32][CH3:33].CCN=C=NCCCN(C)C.C1C=CC2N(O)N=NC=2C=1. (2) Given the product [NH2:39][C:37](=[O:38])[C:36]([N:22]1[CH2:23][CH2:24][C@H:19]([C:17]([N:16]([C@H:14]([C:6]2[CH:7]=[C:8]([C:10]([F:12])([F:13])[F:11])[CH:9]=[C:4]([C:3]([F:2])([F:34])[F:35])[CH:5]=2)[CH3:15])[CH3:33])=[O:18])[C@@H:20]([C:25]2[CH:30]=[CH:29][C:28]([F:31])=[CH:27][C:26]=2[CH3:32])[CH2:21]1)=[O:40], predict the reactants needed to synthesize it. The reactants are: Cl.[F:2][C:3]([F:35])([F:34])[C:4]1[CH:5]=[C:6]([C@@H:14]([N:16]([CH3:33])[C:17]([C@H:19]2[CH2:24][CH2:23][NH:22][CH2:21][C@@H:20]2[C:25]2[CH:30]=[CH:29][C:28]([F:31])=[CH:27][C:26]=2[CH3:32])=[O:18])[CH3:15])[CH:7]=[C:8]([C:10]([F:13])([F:12])[F:11])[CH:9]=1.[C:36](O)(=[O:40])[C:37]([NH2:39])=[O:38].CCN=C=NCCCN(C)C.Cl.C1C=CC2N(O)N=NC=2C=1. (3) Given the product [CH:1]([CH:4]1[CH2:8][CH2:7][C:6]([C:9]([N:24]2[CH2:25][CH2:26][N:21]([C:16]3[C:15]([C:14]([F:28])([F:13])[F:27])=[CH:20][CH:19]=[CH:18][N:17]=3)[CH2:22][CH2:23]2)=[O:11])([CH3:12])[CH2:5]1)([CH3:2])[CH3:3], predict the reactants needed to synthesize it. The reactants are: [CH:1]([CH:4]1[CH2:8][CH2:7][C:6]([CH3:12])([C:9]([OH:11])=O)[CH2:5]1)([CH3:3])[CH3:2].[F:13][C:14]([F:28])([F:27])[C:15]1[C:16]([N:21]2[CH2:26][CH2:25][NH:24][CH2:23][CH2:22]2)=[N:17][CH:18]=[CH:19][CH:20]=1.F[P-](F)(F)(F)(F)F.N1(O[P+](N(C)C)(N(C)C)N(C)C)C2C=CC=CC=2N=N1. (4) Given the product [I:1][C:14]1[CH:15]=[C:16]2[C:21](=[CH:22][CH:23]=1)[N:20]=[CH:19][CH:18]=[CH:17]2, predict the reactants needed to synthesize it. The reactants are: [I-:1].[Na+].CNC1CCCCC1NC.Br[C:14]1[CH:15]=[C:16]2[C:21](=[CH:22][CH:23]=1)[N:20]=[CH:19][CH:18]=[CH:17]2.